This data is from Full USPTO retrosynthesis dataset with 1.9M reactions from patents (1976-2016). The task is: Predict the reactants needed to synthesize the given product. (1) Given the product [ClH:25].[F:1][C:2]1[CH:3]=[C:4]([C@H:13]([NH2:17])[CH2:14][O:15][CH3:16])[CH:5]=[CH:6][C:7]=1[O:8][C:9]([F:12])([F:11])[F:10], predict the reactants needed to synthesize it. The reactants are: [F:1][C:2]1[CH:3]=[C:4]([C@H:13]([NH:17]C(=O)OC(C)(C)C)[CH2:14][O:15][CH3:16])[CH:5]=[CH:6][C:7]=1[O:8][C:9]([F:12])([F:11])[F:10].[ClH:25].C(OCC)(=O)C. (2) The reactants are: [CH3:1][O:2][C:3]1[CH:4]=[C:5]([N:9]([CH3:30])[C:10]2[C:22]3[C:21]4[C:16](=[CH:17][CH:18]=[CH:19][CH:20]=4)[NH:15][C:14]=3[N:13]=[C:12]([NH:23]C(=O)C(C)(C)C)[N:11]=2)[CH:6]=[CH:7][CH:8]=1.[OH-].[Na+]. Given the product [CH3:1][O:2][C:3]1[CH:4]=[C:5]([N:9]([CH3:30])[C:10]2[C:22]3[C:21]4[C:16](=[CH:17][CH:18]=[CH:19][CH:20]=4)[NH:15][C:14]=3[N:13]=[C:12]([NH2:23])[N:11]=2)[CH:6]=[CH:7][CH:8]=1, predict the reactants needed to synthesize it. (3) Given the product [CH2:1]([N:4]1[C:9]2[C:10]3[CH:16]=[CH:15][N:14]([S:38]([C:32]4[CH:37]=[CH:36][CH:35]=[CH:34][CH:33]=4)(=[O:40])=[O:39])[C:11]=3[N:12]=[CH:13][C:8]=2[CH2:7][N:6]([C:17]2[C:18]([F:28])=[C:19]([O:26][CH3:27])[CH:20]=[C:21]([O:24][CH3:25])[C:22]=2[F:23])[C:5]1=[O:29])[CH:2]=[CH2:3], predict the reactants needed to synthesize it. The reactants are: [CH2:1]([N:4]1[C:9]2[C:10]3[CH:16]=[CH:15][NH:14][C:11]=3[N:12]=[CH:13][C:8]=2[CH2:7][N:6]([C:17]2[C:22]([F:23])=[C:21]([O:24][CH3:25])[CH:20]=[C:19]([O:26][CH3:27])[C:18]=2[F:28])[C:5]1=[O:29])[CH:2]=[CH2:3].[H-].[Na+].[C:32]1([S:38](Cl)(=[O:40])=[O:39])[CH:37]=[CH:36][CH:35]=[CH:34][CH:33]=1. (4) The reactants are: [CH2:1]([O:3][C:4](=[O:22])[CH:5]=[CH:6][CH:7]=[CH:8][C:9]1[CH:14]=[C:13]([O:15][CH3:16])[C:12]([O:17][CH3:18])=[CH:11][C:10]=1[N+:19]([O-])=O)[CH3:2]. Given the product [CH2:1]([O:3][C:4](=[O:22])[CH2:5][CH2:6][CH2:7][CH2:8][C:9]1[CH:14]=[C:13]([O:15][CH3:16])[C:12]([O:17][CH3:18])=[CH:11][C:10]=1[NH2:19])[CH3:2], predict the reactants needed to synthesize it. (5) Given the product [CH2:1]([O:3][C:4](=[O:15])[C:5]([C:8]1[CH:9]=[CH:10][C:11]([NH:14][C:36]([NH:35][C:30]2[CH:31]=[CH:32][CH:33]=[CH:34][C:29]=2[O:28][C:27]2[N:23]([C:18]3[CH:19]=[CH:20][CH:21]=[CH:22][C:17]=3[Cl:16])[N:24]=[C:25]([CH3:38])[CH:26]=2)=[O:37])=[CH:12][CH:13]=1)([CH3:7])[CH3:6])[CH3:2], predict the reactants needed to synthesize it. The reactants are: [CH2:1]([O:3][C:4](=[O:15])[C:5]([C:8]1[CH:13]=[CH:12][C:11]([NH2:14])=[CH:10][CH:9]=1)([CH3:7])[CH3:6])[CH3:2].[Cl:16][C:17]1[CH:22]=[CH:21][CH:20]=[CH:19][C:18]=1[N:23]1[C:27]([O:28][C:29]2[CH:34]=[CH:33][CH:32]=[CH:31][C:30]=2[N:35]=[C:36]=[O:37])=[CH:26][C:25]([CH3:38])=[N:24]1.C(N(CC)CC)C. (6) Given the product [C:1]([NH:9][C:10]1[CH:15]=[CH:14][N:13]([C@@H:16]2[O:24][CH2:23][C@@H:21]([OH:22])[C@@H:19]([OH:20])[C@H:17]2[O:18][C:26](=[O:27])[C:28]2[CH:33]=[CH:32][CH:31]=[CH:30][CH:29]=2)[C:12](=[O:25])[N:11]=1)(=[O:8])[C:2]1[CH:3]=[CH:4][CH:5]=[CH:6][CH:7]=1, predict the reactants needed to synthesize it. The reactants are: [C:1]([NH:9][C:10]1[CH:15]=[CH:14][N:13]([C@@H:16]2[O:24][CH2:23][C@@H:21]([OH:22])[C@@H:19]([OH:20])[C@H:17]2[OH:18])[C:12](=[O:25])[N:11]=1)(=[O:8])[C:2]1[CH:7]=[CH:6][CH:5]=[CH:4][CH:3]=1.[C:26](Cl)([C:28]1[CH:33]=[CH:32][CH:31]=[CH:30][CH:29]=1)=[O:27].C(O)CC. (7) Given the product [CH3:12][O:13][C:2]1[CH:3]=[N+:4]([O-:11])[CH:5]=[CH:6][C:7]=1[N+:8]([O-:10])=[O:9], predict the reactants needed to synthesize it. The reactants are: F[C:2]1[CH:3]=[N+:4]([O-:11])[CH:5]=[CH:6][C:7]=1[N+:8]([O-:10])=[O:9].[CH3:12][OH:13].C[O-].[Na+]. (8) Given the product [CH3:27][CH:28]1[C:37]2[C:32](=[N:33][C:34]([C:38]3[CH:43]=[CH:42][CH:41]=[C:40]([C:44]([F:47])([F:45])[F:46])[CH:39]=3)=[CH:35][CH:36]=2)[N:31]([C:19]([NH:1][C:2]2[CH:7]=[CH:6][N:5]=[CH:4][CH:3]=2)=[O:25])[CH2:30][CH2:29]1, predict the reactants needed to synthesize it. The reactants are: [NH2:1][C:2]1[CH:7]=[CH:6][N:5]=[CH:4][CH:3]=1.C(N(CC)CC)C.ClC(Cl)(O[C:19](=[O:25])OC(Cl)(Cl)Cl)Cl.[CH3:27][CH:28]1[C:37]2[C:32](=[N:33][C:34]([C:38]3[CH:43]=[CH:42][CH:41]=[C:40]([C:44]([F:47])([F:46])[F:45])[CH:39]=3)=[CH:35][CH:36]=2)[NH:31][CH2:30][CH2:29]1.